From a dataset of Peptide-MHC class I binding affinity with 185,985 pairs from IEDB/IMGT. Regression. Given a peptide amino acid sequence and an MHC pseudo amino acid sequence, predict their binding affinity value. This is MHC class I binding data. (1) The peptide sequence is VTDTALAYF. The MHC is HLA-A03:01 with pseudo-sequence HLA-A03:01. The binding affinity (normalized) is 0.0847. (2) The peptide sequence is ETNIGCAVNT. The MHC is HLA-A02:01 with pseudo-sequence HLA-A02:01. The binding affinity (normalized) is 0. (3) The peptide sequence is IESALNDTW. The binding affinity (normalized) is 0.552. The MHC is HLA-B44:02 with pseudo-sequence HLA-B44:02. (4) The peptide sequence is MAWERGPAL. The MHC is HLA-B27:20 with pseudo-sequence HLA-B27:20. The binding affinity (normalized) is 0.646.